From a dataset of Full USPTO retrosynthesis dataset with 1.9M reactions from patents (1976-2016). Predict the reactants needed to synthesize the given product. Given the product [NH2:11][C:9]1[CH:8]=[CH:7][C:6]2[N:2]([CH3:1])[C:3]([S:14][CH2:15][C:16]3[N:20]([CH2:21][CH2:22][CH3:23])[CH:19]=[N:18][CH:17]=3)=[N:4][C:5]=2[CH:10]=1, predict the reactants needed to synthesize it. The reactants are: [CH3:1][N:2]1[C:6]2[CH:7]=[CH:8][C:9]([N+:11]([O-])=O)=[CH:10][C:5]=2[N:4]=[C:3]1[S:14][CH2:15][C:16]1[N:20]([CH2:21][CH2:22][CH3:23])[CH:19]=[N:18][CH:17]=1.[Cl-].[Ca+2].[Cl-].